Dataset: Forward reaction prediction with 1.9M reactions from USPTO patents (1976-2016). Task: Predict the product of the given reaction. (1) Given the reactants [CH:1]([C:3]1[CH:10]=[CH:9][C:6]([C:7]#[N:8])=[CH:5][C:4]=1[O:11][CH3:12])=O.[C:13]([CH:15]=[C:16]([O-])[C:17]([F:20])([F:19])[F:18])#[N:14].[Na+].[NH2:23][C:24]1[CH:29]=[CH:28][NH:27][C:26](=[O:30])[CH:25]=1.C(O)(=O)C, predict the reaction product. The product is: [C:7]([C:6]1[CH:9]=[CH:10][C:3]([CH:1]2[C:25]3[C:26](=[O:30])[NH:27][CH:28]=[CH:29][C:24]=3[NH:23][C:16]([C:17]([F:20])([F:19])[F:18])=[C:15]2[C:13]#[N:14])=[C:4]([O:11][CH3:12])[CH:5]=1)#[N:8]. (2) Given the reactants [F:1][C:2]1[CH:7]=[CH:6][CH:5]=[C:4]([C:8]2[N:9]([CH3:13])[CH:10]=[CH:11][N:12]=2)[C:3]=1[N:14]1[CH:18]=[C:17]([CH2:19][OH:20])[C:16]([CH3:21])=[N:15]1.N1C=CC=N1, predict the reaction product. The product is: [F:1][C:2]1[CH:7]=[CH:6][CH:5]=[C:4]([C:8]2[N:9]([CH3:13])[CH:10]=[CH:11][N:12]=2)[C:3]=1[N:14]1[CH:18]=[C:17]([CH:19]=[O:20])[C:16]([CH3:21])=[N:15]1. (3) Given the reactants [C:1]([C:4]1[CH:9]=[CH:8][C:7]([N:10]2[CH2:15][CH2:14][N:13](C(OCC3C=CC=CC=3)=O)[CH2:12][C:11]2=[O:26])=[CH:6][CH:5]=1)(=[O:3])[CH3:2], predict the reaction product. The product is: [C:1]([C:4]1[CH:5]=[CH:6][C:7]([N:10]2[CH2:15][CH2:14][NH:13][CH2:12][C:11]2=[O:26])=[CH:8][CH:9]=1)(=[O:3])[CH3:2]. (4) Given the reactants [C:1]([O:5][C:6]([N:8]1[CH2:12][C@H:11]([C:13]2[CH:18]=[CH:17][CH:16]=[CH:15][CH:14]=2)[C@@H:10](C=O)[CH2:9]1)=[O:7])([CH3:4])([CH3:3])[CH3:2].C(N(CC)CC)C.C(O[BH-](OC(=O)C)OC(=O)C)(=O)C.[Na+].C(=O)(O)[O-].[Na+], predict the reaction product. The product is: [C:1]([O:5][C:6]([N:8]1[CH2:12][CH:11]([C:13]2[CH:18]=[CH:17][CH:16]=[CH:15][CH:14]=2)[CH2:10][CH2:9]1)=[O:7])([CH3:4])([CH3:2])[CH3:3]. (5) Given the reactants [CH3:1][CH:2]1[CH2:7][NH:6][CH:5]([C:8]([F:11])([F:10])[F:9])[CH2:4][NH:3]1.[C:12](O[C:12]([O:14][C:15]([CH3:18])([CH3:17])[CH3:16])=[O:13])([O:14][C:15]([CH3:18])([CH3:17])[CH3:16])=[O:13], predict the reaction product. The product is: [C:15]([O:14][C:12]([N:3]1[CH2:4][CH:5]([C:8]([F:11])([F:9])[F:10])[NH:6][CH2:7][CH:2]1[CH3:1])=[O:13])([CH3:18])([CH3:17])[CH3:16]. (6) Given the reactants [N:1]1[C:10]2[C:5](=[CH:6][CH:7]=[CH:8][CH:9]=2)[CH:4]=[CH:3][C:2]=1[CH2:11][O:12][C:13]1[CH:18]=[CH:17][C:16]([CH2:19][C:20](OCC)=[O:21])=[CH:15][CH:14]=1.[OH:25]C(C)(C)C(OC)=O.[CH3:33][C:34]([O-:37])([CH3:36])[CH3:35].[K+].Cl, predict the reaction product. The product is: [OH:25][C:33]1[C:34]([CH3:36])([CH3:35])[O:37][C:20](=[O:21])[C:19]=1[C:16]1[CH:15]=[CH:14][C:13]([O:12][CH2:11][C:2]2[CH:3]=[CH:4][C:5]3[C:10](=[CH:9][CH:8]=[CH:7][CH:6]=3)[N:1]=2)=[CH:18][CH:17]=1. (7) Given the reactants [OH:1][C:2]1[CH:9]=[CH:8][C:5]([CH:6]=[O:7])=[CH:4][CH:3]=1.N1C=CC=CC=1.[C:16](Cl)(=[O:24])[CH2:17][CH2:18][CH2:19][CH2:20][CH2:21][CH2:22][CH3:23].N#N, predict the reaction product. The product is: [C:16]([O:1][C:2]1[CH:9]=[CH:8][C:5]([CH:6]=[O:7])=[CH:4][CH:3]=1)(=[O:24])[CH2:17][CH2:18][CH2:19][CH2:20][CH2:21][CH2:22][CH3:23]. (8) Given the reactants [CH2:1]([O:3][CH:4]([O:18][CH2:19][CH3:20])[CH2:5][N:6]1[C:10]([NH2:11])=[CH:9][C:8]([C:12]2[CH:13]=[N:14][CH:15]=[CH:16][CH:17]=2)=[N:7]1)[CH3:2].Br[C:22]1[CH:27]=[C:26]([N+:28]([O-:30])=[O:29])[CH:25]=[C:24]([CH3:31])[C:23]=1[CH3:32], predict the reaction product. The product is: [CH2:1]([O:3][CH:4]([O:18][CH2:19][CH3:20])[CH2:5][N:6]1[C:10]([NH:11][C:22]2[CH:27]=[C:26]([N+:28]([O-:30])=[O:29])[CH:25]=[C:24]([CH3:31])[C:23]=2[CH3:32])=[CH:9][C:8]([C:12]2[CH:13]=[N:14][CH:15]=[CH:16][CH:17]=2)=[N:7]1)[CH3:2]. (9) Given the reactants [F:1][CH:2]([F:32])[O:3][C:4]1[CH:5]=[C:6]2[C:10](=[CH:11][CH:12]=1)[N:9]([CH2:13][CH2:14][CH2:15][N:16]([CH3:18])[CH3:17])[N:8]=[C:7]2[Sn](CCCC)(CCCC)CCCC.Br[C:34]1[N:39]=[C:38]2[C:40]([C:62]([NH:64][C:65]3([CH3:68])[CH2:67][CH2:66]3)=[O:63])=[CH:41][N:42]([C:43]([C:56]3[CH:61]=[CH:60][CH:59]=[CH:58][CH:57]=3)([C:50]3[CH:55]=[CH:54][CH:53]=[CH:52][CH:51]=3)[C:44]3[CH:49]=[CH:48][CH:47]=[CH:46][CH:45]=3)[C:37]2=[N:36][CH:35]=1, predict the reaction product. The product is: [F:32][CH:2]([F:1])[O:3][C:4]1[CH:5]=[C:6]2[C:10](=[CH:11][CH:12]=1)[N:9]([CH2:13][CH2:14][CH2:15][N:16]([CH3:17])[CH3:18])[N:8]=[C:7]2[C:34]1[N:39]=[C:38]2[C:40]([C:62]([NH:64][C:65]3([CH3:68])[CH2:67][CH2:66]3)=[O:63])=[CH:41][N:42]([C:43]([C:50]3[CH:51]=[CH:52][CH:53]=[CH:54][CH:55]=3)([C:56]3[CH:61]=[CH:60][CH:59]=[CH:58][CH:57]=3)[C:44]3[CH:45]=[CH:46][CH:47]=[CH:48][CH:49]=3)[C:37]2=[N:36][CH:35]=1.